Dataset: Full USPTO retrosynthesis dataset with 1.9M reactions from patents (1976-2016). Task: Predict the reactants needed to synthesize the given product. (1) Given the product [CH3:1][C:2]1[N:3]([CH2:19][C:20]([NH:34][CH2:33][C:30]2[CH:31]=[CH:32][C:27]([C:26]([OH:25])=[O:35])=[CH:28][CH:29]=2)=[O:21])[C:4]2[C:9]([CH:10]=1)=[CH:8][C:7]([NH:11][S:12]([C:15]([F:18])([F:16])[F:17])(=[O:14])=[O:13])=[CH:6][CH:5]=2, predict the reactants needed to synthesize it. The reactants are: [CH3:1][C:2]1[N:3]([CH2:19][C:20](O)=[O:21])[C:4]2[C:9]([CH:10]=1)=[CH:8][C:7]([NH:11][S:12]([C:15]([F:18])([F:17])[F:16])(=[O:14])=[O:13])=[CH:6][CH:5]=2.Cl.C[O:25][C:26](=[O:35])[C:27]1[CH:32]=[CH:31][C:30]([CH2:33][NH2:34])=[CH:29][CH:28]=1. (2) Given the product [Cl:18][C:25]1[N:22]=[C:21]2[CH:4]=[CH:5][S:1][C:2]2=[CH:3][CH:6]=1, predict the reactants needed to synthesize it. The reactants are: [S:1]1[CH:5]=[CH:4][C:3]([C:6](=NO)C)=[CH:2]1.C(=O)([O-])[O-].[Na+].[Na+].P(Cl)(Cl)([Cl:18])=O.[CH3:21][N:22]([CH3:25])C=O.C([O-])(=O)C.[Na+].